This data is from Full USPTO retrosynthesis dataset with 1.9M reactions from patents (1976-2016). The task is: Predict the reactants needed to synthesize the given product. (1) Given the product [ClH:36].[C:1]([C:3]1[C:4]([CH2:19][NH:20][C:21]([C@@H:23]2[C@@H:27]([F:28])[CH2:26][CH2:25][NH:24]2)=[O:22])=[CH:5][C:6]([C:9]2[CH:10]=[N:11][C:12]([C:15]([F:17])([F:18])[F:16])=[CH:13][CH:14]=2)=[N:7][CH:8]=1)#[N:2], predict the reactants needed to synthesize it. The reactants are: [C:1]([C:3]1[C:4]([CH2:19][NH:20][C:21]([C@@H:23]2[C@@H:27]([F:28])[CH2:26][CH2:25][N:24]2C(OC(C)(C)C)=O)=[O:22])=[CH:5][C:6]([C:9]2[CH:10]=[N:11][C:12]([C:15]([F:18])([F:17])[F:16])=[CH:13][CH:14]=2)=[N:7][CH:8]=1)#[N:2].[ClH:36]. (2) Given the product [CH2:37]([O:36][C:34]([CH:33]1[CH2:16][CH:15]1[C:13]1[CH:12]=[CH:11][C:10]([N:17]2[CH2:18][C:19](=[O:30])[N:20]([CH2:24][CH2:25][Si:26]([CH3:29])([CH3:28])[CH3:27])[S:21]2(=[O:23])=[O:22])=[C:9]([O:8][CH2:1][C:2]2[CH:7]=[CH:6][CH:5]=[CH:4][CH:3]=2)[CH:14]=1)=[O:35])[CH3:38], predict the reactants needed to synthesize it. The reactants are: [CH2:1]([O:8][C:9]1[CH:14]=[C:13]([CH:15]=[CH2:16])[CH:12]=[CH:11][C:10]=1[N:17]1[S:21](=[O:23])(=[O:22])[N:20]([CH2:24][CH2:25][Si:26]([CH3:29])([CH3:28])[CH3:27])[C:19](=[O:30])[CH2:18]1)[C:2]1[CH:7]=[CH:6][CH:5]=[CH:4][CH:3]=1.[N+](=[CH:33][C:34]([O:36][CH2:37][CH3:38])=[O:35])=[N-]. (3) Given the product [NH2:2][C:3]1[C:11]2[C:10]([C:12]3[CH:17]=[CH:16][CH:15]=[C:14]([CH3:18])[N:13]=3)=[N:9][C:8]([O:19][CH2:20][C:21]3[CH:22]=[N:23][N:24]([CH2:26][CH2:27][OH:28])[CH:25]=3)=[N:7][C:6]=2[S:5][C:4]=1[C:35]([NH2:37])=[O:36], predict the reactants needed to synthesize it. The reactants are: Cl.[NH2:2][C:3]1[C:11]2[C:10]([C:12]3[CH:17]=[CH:16][CH:15]=[C:14]([CH3:18])[N:13]=3)=[N:9][C:8]([O:19][CH2:20][C:21]3[CH:22]=[N:23][N:24]([CH2:26][CH2:27][O:28]C4CCCCO4)[CH:25]=3)=[N:7][C:6]=2[S:5][C:4]=1[C:35]([NH2:37])=[O:36]. (4) Given the product [F:28][C:27]([F:30])([F:29])[C:25]([OH:31])=[O:26].[CH3:1][O:2][C:3]1[NH:4][C:5]2[C:10]([N:11]=1)=[C:9]([NH2:12])[N:8]=[C:7]([NH:13][CH2:14][CH2:15][CH2:16][CH2:17][CH3:18])[N:6]=2, predict the reactants needed to synthesize it. The reactants are: [CH3:1][O:2][C:3]1[N:4](C2CCCCO2)[C:5]2[C:10]([N:11]=1)=[C:9]([NH2:12])[N:8]=[C:7]([NH:13][CH2:14][CH2:15][CH2:16][CH2:17][CH3:18])[N:6]=2.[C:25]([OH:31])([C:27]([F:30])([F:29])[F:28])=[O:26]. (5) Given the product [C:1]([C:5]1[CH:10]=[CH:9][C:8]([C:11]2[N:15]=[C:14]([C:16]3[CH:20]=[C:19]([CH3:21])[N:18]([CH2:22][C:23]4[CH:28]=[CH:27][N:26]=[C:25]([N:30]5[CH2:35][CH2:34][NH:33][CH2:32][CH2:31]5)[CH:24]=4)[N:17]=3)[O:13][N:12]=2)=[CH:7][CH:6]=1)([CH3:4])([CH3:3])[CH3:2], predict the reactants needed to synthesize it. The reactants are: [C:1]([C:5]1[CH:10]=[CH:9][C:8]([C:11]2[N:15]=[C:14]([C:16]3[CH:20]=[C:19]([CH3:21])[N:18]([CH2:22][C:23]4[CH:28]=[CH:27][N:26]=[C:25](Cl)[CH:24]=4)[N:17]=3)[O:13][N:12]=2)=[CH:7][CH:6]=1)([CH3:4])([CH3:3])[CH3:2].[NH:30]1[CH2:35][CH2:34][NH:33][CH2:32][CH2:31]1.O. (6) The reactants are: [Cl:1][S:2]([C:5]1[CH:10]=[CH:9][C:8]([N:11]=[C:12]=[O:13])=[CH:7][CH:6]=1)(=[O:4])=[O:3].[NH2:14][C:15]1[CH:16]=[C:17]([CH:20]=[CH:21][CH:22]=1)[C:18]#[N:19]. Given the product [C:18]([C:17]1[CH:16]=[C:15]([NH:14][C:12](=[O:13])[NH:11][C:8]2[CH:7]=[CH:6][C:5]([S:2]([Cl:1])(=[O:4])=[O:3])=[CH:10][CH:9]=2)[CH:22]=[CH:21][CH:20]=1)#[N:19], predict the reactants needed to synthesize it. (7) Given the product [O:4]1[CH2:5][CH:6]([C:8]2[C:16]3[S:15][C:14]([NH:17][C:26]([CH:20]4[CH2:25][CH2:24][CH2:23][CH2:22][CH2:21]4)=[O:27])=[N:13][C:12]=3[C:11]([O:18][CH3:19])=[CH:10][CH:9]=2)[CH2:7][O:1][CH2:2][CH2:3]1, predict the reactants needed to synthesize it. The reactants are: [O:1]1[CH2:7][CH:6]([C:8]2[C:16]3[S:15][C:14]([NH2:17])=[N:13][C:12]=3[C:11]([O:18][CH3:19])=[CH:10][CH:9]=2)[CH2:5][O:4][CH2:3][CH2:2]1.[CH:20]1([C:26](O)=[O:27])[CH2:25][CH2:24][CH2:23][CH2:22][CH2:21]1. (8) Given the product [CH:13]1([C:12]([C:6]2[CH:7]=[N:8][C:9]3[C:4]([C:5]=2[NH:17][C@H:18]2[CH2:23][CH2:22][C@H:21]([NH:24][C:25](=[O:31])[O:26][C:27]([CH3:28])([CH3:30])[CH3:29])[CH2:20][CH2:19]2)=[CH:3][C:2]([C:35]2[CH:36]=[CH:37][N:32]=[CH:33][CH:34]=2)=[CH:11][CH:10]=3)=[O:16])[CH2:14][CH2:15]1, predict the reactants needed to synthesize it. The reactants are: Br[C:2]1[CH:3]=[C:4]2[C:9](=[CH:10][CH:11]=1)[N:8]=[CH:7][C:6]([C:12](=[O:16])[CH:13]([CH3:15])[CH3:14])=[C:5]2[NH:17][C@H:18]1[CH2:23][CH2:22][C@H:21]([NH:24][C:25](=[O:31])[O:26][C:27]([CH3:30])([CH3:29])[CH3:28])[CH2:20][CH2:19]1.[N:32]1[CH:37]=[CH:36][C:35](B(O)O)=[CH:34][CH:33]=1. (9) Given the product [CH3:1][O:2][C:3]1[CH:4]=[C:5]([CH:31]=[CH:32][C:33]=1[O:34][CH3:35])[CH2:6][CH:7]1[C:16]2[C:11](=[CH:12][C:13]([O:19][CH2:39][CH:36]3[CH2:38][CH2:37]3)=[C:14]([O:17][CH3:18])[CH:15]=2)[CH2:10][CH2:9][N:8]1[CH2:20][C:21]([NH:23][CH2:24][C:25]1[CH:30]=[CH:29][CH:28]=[CH:27][CH:26]=1)=[O:22], predict the reactants needed to synthesize it. The reactants are: [CH3:1][O:2][C:3]1[CH:4]=[C:5]([CH:31]=[CH:32][C:33]=1[O:34][CH3:35])[CH2:6][CH:7]1[C:16]2[C:11](=[CH:12][C:13]([OH:19])=[C:14]([O:17][CH3:18])[CH:15]=2)[CH2:10][CH2:9][N:8]1[CH2:20][C:21]([NH:23][CH2:24][C:25]1[CH:30]=[CH:29][CH:28]=[CH:27][CH:26]=1)=[O:22].[CH:36]1([CH2:39]Br)[CH2:38][CH2:37]1.